Predict the reaction yield, written as a fraction of the theoretical maximum amount of product (1.0 means a 100% yield; for example, 0.34 means a 34% yield). From a dataset of Reaction yield outcomes from USPTO patents with 853,638 reactions. (1) The reactants are C(OC([N:8]1[CH2:13][CH2:12][N:11]([C:14]2[S:15][C:16]([S:19]([C:22]3[CH:27]=[CH:26][N:25]=[CH:24][CH:23]=3)(=[O:21])=[O:20])=[CH:17][N:18]=2)[CH2:10][CH2:9]1)=O)(C)(C)C.[ClH:28]. No catalyst specified. The product is [ClH:28].[N:25]1[CH:24]=[CH:23][C:22]([S:19]([C:16]2[S:15][C:14]([N:11]3[CH2:10][CH2:9][NH:8][CH2:13][CH2:12]3)=[N:18][CH:17]=2)(=[O:20])=[O:21])=[CH:27][CH:26]=1. The yield is 0.990. (2) The reactants are [CH3:1][O:2][C:3]1[CH:4]=[C:5]([OH:9])[CH:6]=[CH:7][CH:8]=1.[Br:10][C:11]1[CH:18]=[C:17](F)[CH:16]=[CH:15][C:12]=1[CH:13]=[O:14].C([O-])([O-])=O.[K+].[K+]. The catalyst is CN(C=O)C.O. The product is [Br:10][C:11]1[CH:18]=[C:17]([O:9][C:5]2[CH:6]=[CH:7][CH:8]=[C:3]([O:2][CH3:1])[CH:4]=2)[CH:16]=[CH:15][C:12]=1[CH:13]=[O:14]. The yield is 0.910.